From a dataset of Catalyst prediction with 721,799 reactions and 888 catalyst types from USPTO. Predict which catalyst facilitates the given reaction. Reactant: FC(F)(F)C(O)=O.[CH2:8]([O:15][C:16](=[O:32])[CH2:17][C@@H:18]([NH2:31])[C:19]([NH:21][C@H:22]([C:27](=[O:30])[NH:28][CH3:29])[C:23]([CH3:26])([CH3:25])[CH3:24])=[O:20])[C:9]1[CH:14]=[CH:13][CH:12]=[CH:11][CH:10]=1.CO[CH:35]1[CH:39]([C:40]2[CH:45]=[CH:44][CH:43]=[CH:42][CH:41]=2)[CH2:38][CH:37](OC)O1.FC(F)(F)C(O)=O.O. The catalyst class is: 26. Product: [CH2:8]([O:15][C:16](=[O:32])[CH2:17][C@@H:18]([N:31]1[CH:37]=[CH:38][C:39]([C:40]2[CH:45]=[CH:44][CH:43]=[CH:42][CH:41]=2)=[CH:35]1)[C:19]([NH:21][C@H:22]([C:27](=[O:30])[NH:28][CH3:29])[C:23]([CH3:25])([CH3:26])[CH3:24])=[O:20])[C:9]1[CH:10]=[CH:11][CH:12]=[CH:13][CH:14]=1.